Dataset: Forward reaction prediction with 1.9M reactions from USPTO patents (1976-2016). Task: Predict the product of the given reaction. (1) Given the reactants [CH2:1]([N:8]1[CH2:13][CH2:12][N:11]([CH:14]=[O:15])[C@H:10]([CH2:16][OH:17])[CH2:9]1)[C:2]1[CH:7]=[CH:6][CH:5]=[CH:4][CH:3]=1.[H-].[Na+].I[CH3:21], predict the reaction product. The product is: [CH2:1]([N:8]1[CH2:13][CH2:12][N:11]([CH:14]=[O:15])[C@H:10]([CH2:16][O:17][CH3:21])[CH2:9]1)[C:2]1[CH:7]=[CH:6][CH:5]=[CH:4][CH:3]=1. (2) Given the reactants [Cl:1][C:2]1[CH:7]=[CH:6][N:5]=[C:4]2[CH:8]=[C:9]([C:11]3[N:16]=[C:15]([CH:17]=O)[CH:14]=[CH:13][CH:12]=3)[S:10][C:3]=12.[CH3:19][NH:20][CH3:21].[BH3-]C#N.[Na+].CC([O-])=O.[Na+], predict the reaction product. The product is: [Cl:1][C:2]1[CH:7]=[CH:6][N:5]=[C:4]2[CH:8]=[C:9]([C:11]3[N:16]=[C:15]([CH2:17][N:20]([CH3:21])[CH3:19])[CH:14]=[CH:13][CH:12]=3)[S:10][C:3]=12. (3) Given the reactants Cl.[Cl:2][C:3]1[CH:4]=[C:5]([C:13]2[O:17][N:16]=[C:15]([C:18]3[C:28]4[O:27][CH2:26][CH2:25][NH:24][CH2:23][C:22]=4[CH:21]=[CH:20][CH:19]=3)[N:14]=2)[CH:6]=[CH:7][C:8]=1[O:9][CH:10]([CH3:12])[CH3:11].C(=O)([O-])[O-].[K+].[K+].[I-].[K+].Br[CH2:38][CH2:39][CH2:40][C:41]([O:43][CH2:44][CH3:45])=[O:42], predict the reaction product. The product is: [Cl:2][C:3]1[CH:4]=[C:5]([C:13]2[O:17][N:16]=[C:15]([C:18]3[C:28]4[O:27][CH2:26][CH2:25][N:24]([CH2:38][CH2:39][CH2:40][C:41]([O:43][CH2:44][CH3:45])=[O:42])[CH2:23][C:22]=4[CH:21]=[CH:20][CH:19]=3)[N:14]=2)[CH:6]=[CH:7][C:8]=1[O:9][CH:10]([CH3:12])[CH3:11]. (4) Given the reactants C(O[C:6](=O)[N:7]([C:9]1[S:10][C:11]([C:29](=[O:31])[CH3:30])=[CH:12][C:13]=1[S:14](=[O:28])(=[O:27])[N:15]([CH2:17][CH:18]([C:20]1[CH:25]=[CH:24][C:23]([F:26])=[CH:22][CH:21]=1)[OH:19])[CH3:16])C)(C)(C)C.FC(F)(F)C(O)=O, predict the reaction product. The product is: [F:26][C:23]1[CH:22]=[CH:21][C:20]([CH:18]([OH:19])[CH2:17][N:15]([CH3:16])[S:14]([C:13]2[CH:12]=[C:11]([C:29](=[O:31])[CH3:30])[S:10][C:9]=2[NH:7][CH3:6])(=[O:28])=[O:27])=[CH:25][CH:24]=1.